This data is from Peptide-MHC class II binding affinity with 134,281 pairs from IEDB. The task is: Regression. Given a peptide amino acid sequence and an MHC pseudo amino acid sequence, predict their binding affinity value. This is MHC class II binding data. (1) The peptide sequence is LRFRVPWISDTPYRV. The MHC is DRB1_0101 with pseudo-sequence DRB1_0101. The binding affinity (normalized) is 0.311. (2) The peptide sequence is FLRIVQCRSVEGSCG. The MHC is DRB5_0101 with pseudo-sequence DRB5_0101. The binding affinity (normalized) is 0.180. (3) The binding affinity (normalized) is 0. The MHC is HLA-DQA10102-DQB10602 with pseudo-sequence HLA-DQA10102-DQB10602. The peptide sequence is LQPLALEGSLQ.